From a dataset of Forward reaction prediction with 1.9M reactions from USPTO patents (1976-2016). Predict the product of the given reaction. Given the reactants C([O:3][C:4](=[O:27])[CH2:5][P:6]([C:11]1([NH:16][C:17]([O:19][CH2:20][C:21]2[CH:26]=[CH:25][CH:24]=[CH:23][CH:22]=2)=[O:18])[CH2:13][CH:12]1[CH:14]=[CH2:15])([O:8][CH2:9][CH3:10])=[O:7])C.[OH-].[Na+], predict the reaction product. The product is: [CH2:20]([O:19][C:17]([NH:16][C:11]1([P:6]([CH2:5][C:4]([OH:27])=[O:3])([O:8][CH2:9][CH3:10])=[O:7])[CH2:13][CH:12]1[CH:14]=[CH2:15])=[O:18])[C:21]1[CH:22]=[CH:23][CH:24]=[CH:25][CH:26]=1.